From a dataset of Peptide-MHC class I binding affinity with 185,985 pairs from IEDB/IMGT. Regression. Given a peptide amino acid sequence and an MHC pseudo amino acid sequence, predict their binding affinity value. This is MHC class I binding data. The peptide sequence is GVVTTSGTYV. The MHC is HLA-A02:06 with pseudo-sequence HLA-A02:06. The binding affinity (normalized) is 0.399.